Predict which catalyst facilitates the given reaction. From a dataset of Catalyst prediction with 721,799 reactions and 888 catalyst types from USPTO. (1) Reactant: C(=O)([O-])[O-].[K+].[K+].Br[CH2:8][CH2:9][OH:10].[F:11][C:12]([F:53])([F:52])[C:13]1[CH:14]=[C:15]([CH:45]=[C:46]([C:48]([F:51])([F:50])[F:49])[CH:47]=1)[CH2:16][N:17]([C@@H:23]1[C:32]2[C:27](=[CH:28][CH:29]=[C:30]([C:33]([F:36])([F:35])[F:34])[CH:31]=2)[N:26]([CH2:37][CH:38]2[CH2:42][CH2:41][CH2:40][CH2:39]2)[C@H:25]([CH2:43][CH3:44])[CH2:24]1)[C:18]1[N:19]=[N:20][NH:21][N:22]=1. Product: [F:51][C:48]([F:49])([F:50])[C:46]1[CH:45]=[C:15]([CH:14]=[C:13]([C:12]([F:53])([F:52])[F:11])[CH:47]=1)[CH2:16][N:17]([C@@H:23]1[C:32]2[C:27](=[CH:28][CH:29]=[C:30]([C:33]([F:34])([F:35])[F:36])[CH:31]=2)[N:26]([CH2:37][CH:38]2[CH2:39][CH2:40][CH2:41][CH2:42]2)[C@H:25]([CH2:43][CH3:44])[CH2:24]1)[C:18]1[N:19]=[N:20][N:21]([CH2:8][CH2:9][OH:10])[N:22]=1. The catalyst class is: 9. (2) Reactant: Cl.[F:2][C:3]1[CH:8]=[CH:7][CH:6]=[CH:5][C:4]=1[C:9]1[C:10]2[C:14]([CH:15]=[CH:16][CH:17]=1)=[N:13][N:12]1[C:18]([CH:23]3[CH2:28][CH2:27][NH:26][CH2:25][CH2:24]3)=[CH:19][C:20](=[O:22])[NH:21][C:11]=21.[OH-].[Na+]. Product: [F:2][C:3]1[CH:8]=[CH:7][CH:6]=[CH:5][C:4]=1[C:9]1[C:10]2[C:14]([CH:15]=[CH:16][CH:17]=1)=[N:13][N:12]1[C:18]([CH:23]3[CH2:28][CH2:27][NH:26][CH2:25][CH2:24]3)=[CH:19][C:20](=[O:22])[NH:21][C:11]=21. The catalyst class is: 33. (3) Reactant: [Cl:1][C:2]1[CH:3]=[C:4]([C:8]([C:10]2[CH:19]=[CH:18][CH:17]=[C:16]3[C:11]=2[NH:12][CH2:13][CH2:14][NH:15]3)=[O:9])[CH:5]=[CH:6][CH:7]=1.N1C=CC=CC=1.[C:26](Cl)([O:28][CH2:29][C:30]1[CH:35]=[CH:34][CH:33]=[CH:32][CH:31]=1)=[O:27]. Product: [Cl:1][C:2]1[CH:3]=[C:4]([CH:5]=[CH:6][CH:7]=1)[C:8]([C:10]1[CH:19]=[CH:18][CH:17]=[C:16]2[C:11]=1[NH:12][CH2:13][CH2:14][N:15]2[C:26]([O:28][CH2:29][C:30]1[CH:35]=[CH:34][CH:33]=[CH:32][CH:31]=1)=[O:27])=[O:9]. The catalyst class is: 2. (4) Reactant: [K+].[Br-].[CH3:3][C:4]([O:18]CC=C)([CH3:17])[C:5]([C:7]1[CH:12]=[CH:11][C:10]([O:13][CH2:14][CH:15]=[CH2:16])=[CH:9][CH:8]=1)=[O:6]. Product: [OH:18][C:4]([CH3:17])([CH3:3])[C:5]([C:7]1[CH:12]=[CH:11][C:10]([O:13][CH2:14][CH:15]=[CH2:16])=[CH:9][CH:8]=1)=[O:6]. The catalyst class is: 23. (5) Reactant: [F:1][C:2]1[CH:20]=[C:19]([N+:21]([O-:23])=[O:22])[CH:18]=[CH:17][C:3]=1[O:4][C:5]1[CH:10]=[CH:9][N:8]=[C:7]2[CH:11]=[C:12]([C:14](O)=[O:15])[S:13][C:6]=12.C(Cl)(=O)C([Cl:27])=O. The catalyst class is: 2. Product: [F:1][C:2]1[CH:20]=[C:19]([N+:21]([O-:23])=[O:22])[CH:18]=[CH:17][C:3]=1[O:4][C:5]1[CH:10]=[CH:9][N:8]=[C:7]2[CH:11]=[C:12]([C:14]([Cl:27])=[O:15])[S:13][C:6]=12.